Task: Predict the reactants needed to synthesize the given product.. Dataset: Full USPTO retrosynthesis dataset with 1.9M reactions from patents (1976-2016) (1) The reactants are: [CH3:1][N:2]([CH3:17])[CH:3]=[CH:4][C:5]([C:7]1[CH:8]=[C:9]([NH:13][C:14](=[O:16])[CH3:15])[CH:10]=[CH:11][CH:12]=1)=[O:6].[H-].[Na+].[CH2:20](I)[CH3:21]. Given the product [CH3:17][N:2]([CH3:1])[CH:3]=[CH:4][C:5]([C:7]1[CH:8]=[C:9]([N:13]([CH2:20][CH3:21])[C:14](=[O:16])[CH3:15])[CH:10]=[CH:11][CH:12]=1)=[O:6], predict the reactants needed to synthesize it. (2) Given the product [Cl:1][C:2]1[N:7]=[C:6]([O:9][C:10]2[CH:39]=[CH:38][CH:37]=[CH:36][C:11]=2[CH2:12][NH:13][C:14](=[O:35])[NH:15][C:16]2[N:20]([C:21]3[CH:22]=[C:23]([CH:28]=[CH:29][CH:30]=3)[C:24]([O:26][CH3:27])=[O:25])[N:19]=[C:18]([C:31]([CH3:34])([CH3:33])[CH3:32])[CH:17]=2)[CH:5]=[CH:4][N:3]=1, predict the reactants needed to synthesize it. The reactants are: [Cl:1][C:2]1[N:7]=[C:6](Cl)[CH:5]=[CH:4][N:3]=1.[OH:9][C:10]1[CH:39]=[CH:38][CH:37]=[CH:36][C:11]=1[CH2:12][NH:13][C:14](=[O:35])[NH:15][C:16]1[N:20]([C:21]2[CH:22]=[C:23]([CH:28]=[CH:29][CH:30]=2)[C:24]([O:26][CH3:27])=[O:25])[N:19]=[C:18]([C:31]([CH3:34])([CH3:33])[CH3:32])[CH:17]=1.[OH-].[Na+].[Cl-].[NH4+]. (3) Given the product [N+:1]([C:4]1[CH:9]=[C:8]([S:10]([C:13]([F:16])([F:14])[F:15])(=[O:11])=[O:12])[CH:7]=[CH:6][C:5]=1[NH2:17])([O-:3])=[O:2], predict the reactants needed to synthesize it. The reactants are: [N+:1]([C:4]1[CH:9]=[C:8]([S:10]([C:13]([F:16])([F:15])[F:14])(=[O:12])=[O:11])[CH:7]=[CH:6][C:5]=1[NH:17]C(=O)C)([O-:3])=[O:2]. (4) Given the product [O:32]=[C:26]1[CH:25]([N:18]2[C:17](=[O:33])[C:16]3[C:20](=[CH:21][CH:22]=[CH:23][C:15]=3[CH2:14][NH:13][C:44]([NH:43][CH:47]3[CH2:49][CH2:48]3)=[O:45])[C:19]2=[O:24])[CH2:30][CH2:29][C:28](=[O:31])[NH:27]1, predict the reactants needed to synthesize it. The reactants are: N12CCCN=C1CCCCC2.Cl.[NH2:13][CH2:14][C:15]1[CH:23]=[CH:22][CH:21]=[C:20]2[C:16]=1[C:17](=[O:33])[N:18]([CH:25]1[CH2:30][CH2:29][C:28](=[O:31])[NH:27][C:26]1=[O:32])[C:19]2=[O:24].[N+](C1C=CC([N:43]([CH:47]2[CH2:49][CH2:48]2)[C:44](=O)[O-:45])=CC=1)([O-])=O. (5) Given the product [CH3:1][N:2]([CH3:41])[CH2:3][CH2:4][N:5]1[CH:9]=[C:8]([C:10]2[CH:15]=[CH:14][C:13]([F:16])=[C:12]([C:17]([F:20])([F:18])[F:19])[CH:11]=2)[N:7]=[C:6]1[CH:21]1[CH2:22][CH2:23][N:24]([C:27]2[N:32]=[CH:31][N:30]=[C:29]([NH2:33])[C:28]=2[CH:34]=[CH2:35])[CH2:25][CH2:26]1, predict the reactants needed to synthesize it. The reactants are: [CH3:1][N:2]([CH3:41])[CH2:3][CH2:4][N:5]1[CH:9]=[C:8]([C:10]2[CH:15]=[CH:14][C:13]([F:16])=[C:12]([C:17]([F:20])([F:19])[F:18])[CH:11]=2)[N:7]=[C:6]1[CH:21]1[CH2:26][CH2:25][N:24]([C:27]2[N:32]=[CH:31][N:30]=[C:29]([NH2:33])[C:28]=2[C:34]2C=CC(F)=C[CH:35]=2)[CH2:23][CH2:22]1.C(B1OC(C)(C)C(C)(C)O1)=C. (6) Given the product [C:12]([C:14]1[S:15][CH:16]=[CH:17][C:18]=1[C:19]#[N:20])(=[O:11])[CH3:13], predict the reactants needed to synthesize it. The reactants are: ClC(C1SC=CC=1C#N)C.[OH:11][CH:12]([C:14]1[S:15][CH:16]=[CH:17][C:18]=1[C:19]#[N:20])[CH3:13]. (7) Given the product [Br:1][C:2]1[N:3]=[C:4]([CH2:7][O:8][Si:12]([C:15]([CH3:18])([CH3:17])[CH3:16])([CH3:14])[CH3:13])[S:5][CH:6]=1, predict the reactants needed to synthesize it. The reactants are: [Br:1][C:2]1[N:3]=[C:4]([CH2:7][OH:8])[S:5][CH:6]=1.C(Cl)Cl.[Si:12](Cl)([C:15]([CH3:18])([CH3:17])[CH3:16])([CH3:14])[CH3:13].N1C=CN=C1.